From a dataset of NCI-60 drug combinations with 297,098 pairs across 59 cell lines. Regression. Given two drug SMILES strings and cell line genomic features, predict the synergy score measuring deviation from expected non-interaction effect. (1) Drug 1: CS(=O)(=O)C1=CC(=C(C=C1)C(=O)NC2=CC(=C(C=C2)Cl)C3=CC=CC=N3)Cl. Drug 2: COC1=NC(=NC2=C1N=CN2C3C(C(C(O3)CO)O)O)N. Cell line: SF-268. Synergy scores: CSS=4.83, Synergy_ZIP=2.64, Synergy_Bliss=5.64, Synergy_Loewe=0.273, Synergy_HSA=0.862. (2) Drug 1: C1=CC=C(C=C1)NC(=O)CCCCCCC(=O)NO. Drug 2: C#CCC(CC1=CN=C2C(=N1)C(=NC(=N2)N)N)C3=CC=C(C=C3)C(=O)NC(CCC(=O)O)C(=O)O. Cell line: NCI-H522. Synergy scores: CSS=79.8, Synergy_ZIP=1.84, Synergy_Bliss=0.655, Synergy_Loewe=-17.0, Synergy_HSA=1.10. (3) Drug 1: CN1CCC(CC1)COC2=C(C=C3C(=C2)N=CN=C3NC4=C(C=C(C=C4)Br)F)OC. Drug 2: C1C(C(OC1N2C=NC3=C2NC=NCC3O)CO)O. Cell line: U251. Synergy scores: CSS=8.08, Synergy_ZIP=-2.01, Synergy_Bliss=0.604, Synergy_Loewe=1.08, Synergy_HSA=1.97. (4) Drug 2: C#CCC(CC1=CN=C2C(=N1)C(=NC(=N2)N)N)C3=CC=C(C=C3)C(=O)NC(CCC(=O)O)C(=O)O. Synergy scores: CSS=2.28, Synergy_ZIP=-2.87, Synergy_Bliss=-1.59, Synergy_Loewe=-2.45, Synergy_HSA=-1.94. Drug 1: CN1CCC(CC1)COC2=C(C=C3C(=C2)N=CN=C3NC4=C(C=C(C=C4)Br)F)OC. Cell line: SNB-75. (5) Drug 1: CC1C(C(CC(O1)OC2CC(OC(C2O)C)OC3=CC4=CC5=C(C(=O)C(C(C5)C(C(=O)C(C(C)O)O)OC)OC6CC(C(C(O6)C)O)OC7CC(C(C(O7)C)O)OC8CC(C(C(O8)C)O)(C)O)C(=C4C(=C3C)O)O)O)O. Drug 2: CCCCCOC(=O)NC1=NC(=O)N(C=C1F)C2C(C(C(O2)C)O)O. Cell line: 786-0. Synergy scores: CSS=40.0, Synergy_ZIP=0.772, Synergy_Bliss=-0.344, Synergy_Loewe=-27.1, Synergy_HSA=-3.21. (6) Drug 1: CN1CCC(CC1)COC2=C(C=C3C(=C2)N=CN=C3NC4=C(C=C(C=C4)Br)F)OC. Drug 2: C1=CC=C(C(=C1)C(C2=CC=C(C=C2)Cl)C(Cl)Cl)Cl. Cell line: CCRF-CEM. Synergy scores: CSS=2.89, Synergy_ZIP=-0.702, Synergy_Bliss=0.896, Synergy_Loewe=-1.44, Synergy_HSA=-0.0153. (7) Drug 1: C1CCC(CC1)NC(=O)N(CCCl)N=O. Drug 2: CS(=O)(=O)OCCCCOS(=O)(=O)C. Cell line: SNB-75. Synergy scores: CSS=22.4, Synergy_ZIP=-2.42, Synergy_Bliss=1.91, Synergy_Loewe=-5.60, Synergy_HSA=2.42. (8) Drug 1: C1=CC(=CC=C1C#N)C(C2=CC=C(C=C2)C#N)N3C=NC=N3. Cell line: MDA-MB-435. Synergy scores: CSS=0.721, Synergy_ZIP=-2.00, Synergy_Bliss=-7.14, Synergy_Loewe=-4.48, Synergy_HSA=-6.86. Drug 2: C(CN)CNCCSP(=O)(O)O. (9) Drug 1: CC1=C(C=C(C=C1)NC(=O)C2=CC=C(C=C2)CN3CCN(CC3)C)NC4=NC=CC(=N4)C5=CN=CC=C5. Drug 2: CN(CCCl)CCCl.Cl. Cell line: SF-539. Synergy scores: CSS=20.9, Synergy_ZIP=-9.98, Synergy_Bliss=-0.420, Synergy_Loewe=-0.391, Synergy_HSA=1.23. (10) Drug 1: CC1=C(C(CCC1)(C)C)C=CC(=CC=CC(=CC(=O)O)C)C. Drug 2: CC1CCC2CC(C(=CC=CC=CC(CC(C(=O)C(C(C(=CC(C(=O)CC(OC(=O)C3CCCCN3C(=O)C(=O)C1(O2)O)C(C)CC4CCC(C(C4)OC)O)C)C)O)OC)C)C)C)OC. Cell line: MALME-3M. Synergy scores: CSS=22.2, Synergy_ZIP=7.80, Synergy_Bliss=14.1, Synergy_Loewe=13.1, Synergy_HSA=14.1.